From a dataset of Reaction yield outcomes from USPTO patents with 853,638 reactions. Predict the reaction yield, written as a fraction of the theoretical maximum amount of product (1.0 means a 100% yield; for example, 0.34 means a 34% yield). (1) The reactants are [NH2:1][C:2]1[C:7]([OH:8])=[C:6]([S:9]([N:12]2[CH2:17][CH2:16][CH:15]([N:18]3[CH2:23][CH2:22][CH2:21][CH2:20][CH2:19]3)[CH2:14][CH2:13]2)(=[O:11])=[O:10])[C:5]([Cl:24])=[CH:4][CH:3]=1.[Cl:25][C:26]1[C:27](=[O:32])[C:28](=[O:31])[C:29]=1Cl. The catalyst is C1COCC1. The product is [N:18]1([CH:15]2[CH2:16][CH2:17][N:12]([S:9]([C:6]3[C:7]([OH:8])=[C:2]([NH:1][C:29]4[C:28](=[O:31])[C:27](=[O:32])[C:26]=4[Cl:25])[CH:3]=[CH:4][C:5]=3[Cl:24])(=[O:11])=[O:10])[CH2:13][CH2:14]2)[CH2:23][CH2:22][CH2:21][CH2:20][CH2:19]1. The yield is 0.720. (2) The reactants are [OH-].[Na+].[Cl:3][C:4]1[CH:9]=[CH:8][CH:7]=[C:6]([Cl:10])[C:5]=1[C:11]1[C:15]([CH2:16][O:17][C:18]2[CH:23]=[CH:22][C:21]([C:24]3[CH:25]=[C:26]4[C:31](=[CH:32][CH:33]=3)[N:30]=[C:29]([C:34]([O:36]CC)=[O:35])[CH:28]=[CH:27]4)=[C:20]([CH3:39])[CH:19]=2)=[C:14]([CH:40]([CH3:42])[CH3:41])[O:13][N:12]=1.Cl.O. The catalyst is O1CCCC1.CO. The product is [Cl:10][C:6]1[CH:7]=[CH:8][CH:9]=[C:4]([Cl:3])[C:5]=1[C:11]1[C:15]([CH2:16][O:17][C:18]2[CH:23]=[CH:22][C:21]([C:24]3[CH:25]=[C:26]4[C:31](=[CH:32][CH:33]=3)[N:30]=[C:29]([C:34]([OH:36])=[O:35])[CH:28]=[CH:27]4)=[C:20]([CH3:39])[CH:19]=2)=[C:14]([CH:40]([CH3:42])[CH3:41])[O:13][N:12]=1. The yield is 0.980. (3) The reactants are [C:1]([O:5][C:6]([N:8]1[CH2:13][CH2:12][CH:11]([CH2:14][S:15][C:16]2[CH:21]=[CH:20][CH:19]=[CH:18][C:17]=2[F:22])[CH2:10][CH2:9]1)=[O:7])([CH3:4])([CH3:3])[CH3:2].ClC1C=CC=C(C(OO)=[O:31])C=1.S([O-])([O-])(=O)=S.[Na+].[Na+].C(OCC)(=O)C. The product is [C:1]([O:5][C:6]([N:8]1[CH2:9][CH2:10][CH:11]([CH2:14][S:15]([C:16]2[CH:21]=[CH:20][CH:19]=[CH:18][C:17]=2[F:22])=[O:31])[CH2:12][CH2:13]1)=[O:7])([CH3:4])([CH3:2])[CH3:3]. The yield is 0.820. The catalyst is C(Cl)(Cl)Cl. (4) The reactants are [CH3:1][C:2]1[O:6][N:5]=[C:4]([C:7]2[CH:12]=[CH:11][CH:10]=[CH:9][CH:8]=2)[C:3]=1[CH2:13][O:14][C:15]1[CH:23]=[CH:22][C:18]([C:19]([OH:21])=O)=[CH:17][N:16]=1.[CH:24]([NH2:27])([CH3:26])[CH3:25]. No catalyst specified. The product is [CH:24]([NH:27][C:19](=[O:21])[C:18]1[CH:22]=[CH:23][C:15]([O:14][CH2:13][C:3]2[C:4]([C:7]3[CH:8]=[CH:9][CH:10]=[CH:11][CH:12]=3)=[N:5][O:6][C:2]=2[CH3:1])=[N:16][CH:17]=1)([CH3:26])[CH3:25]. The yield is 0.970. (5) The reactants are [CH3:1][C:2]1[C:7]([CH2:8][C:9]([O:11][CH3:12])=[O:10])=[C:6]([C:13]2[CH:18]=[CH:17][CH:16]=[CH:15][CH:14]=2)[N:5]=[C:4]([N:19]2[CH2:24][CH2:23][CH2:22][CH2:21][CH2:20]2)[N:3]=1.[Li+].C[Si]([N-][Si](C)(C)C)(C)C.I[CH2:36][CH2:37][CH3:38]. The catalyst is CN(C=O)C. The product is [CH3:1][C:2]1[C:7]([CH:8]([CH2:36][CH2:37][CH3:38])[C:9]([O:11][CH3:12])=[O:10])=[C:6]([C:13]2[CH:14]=[CH:15][CH:16]=[CH:17][CH:18]=2)[N:5]=[C:4]([N:19]2[CH2:24][CH2:23][CH2:22][CH2:21][CH2:20]2)[N:3]=1. The yield is 0.280.